From a dataset of Reaction yield outcomes from USPTO patents with 853,638 reactions. Predict the reaction yield, written as a fraction of the theoretical maximum amount of product (1.0 means a 100% yield; for example, 0.34 means a 34% yield). (1) The reactants are [OH:1][C:2]1[CH:3]=[C:4]2[C:8](=[CH:9][CH:10]=1)[NH:7][C:6]([CH:11]1[CH2:13][CH:12]1[C:14]([O:16][CH2:17][CH3:18])=[O:15])=[CH:5]2.[CH2:28](P([CH2:28][CH2:29][CH2:30][CH3:31])[CH2:28][CH2:29][CH2:30][CH3:31])[CH2:29][CH2:30][CH3:31].[N:33]([C:34]([N:36]1CC[CH2:39][CH2:38][CH2:37]1)=O)=[N:33][C:34]([N:36]1CC[CH2:39][CH2:38][CH2:37]1)=O. The catalyst is O1CCCC1. The product is [N:33]1[CH:28]=[CH:29][CH:30]=[CH:31][C:34]=1[NH:36][CH2:37][CH2:38][CH2:39][O:1][C:2]1[CH:3]=[C:4]2[C:8](=[CH:9][CH:10]=1)[NH:7][C:6]([CH:11]1[CH2:13][CH:12]1[C:14]([O:16][CH2:17][CH3:18])=[O:15])=[CH:5]2. The yield is 0.420. (2) The reactants are [CH3:1][C:2]1[C:6]([CH2:7][N:8]2[CH:12]=[C:11]([NH:13][C:14]([NH:16][CH2:17][CH2:18][C:19]3[CH:24]=[CH:23][CH:22]=[CH:21][CH:20]=3)=[O:15])[CH:10]=[N:9]2)=[C:5]([CH3:25])[O:4][N:3]=1.[C:26](=[O:31])=[N:27][C:28](Cl)=[O:29]. The catalyst is C1COCC1. The product is [CH3:1][C:2]1[C:6]([CH2:7][N:8]2[CH:12]=[C:11]([N:13]3[C:28](=[O:29])[NH:27][C:26](=[O:31])[N:16]([CH2:17][CH2:18][C:19]4[CH:20]=[CH:21][CH:22]=[CH:23][CH:24]=4)[C:14]3=[O:15])[CH:10]=[N:9]2)=[C:5]([CH3:25])[O:4][N:3]=1. The yield is 0.830. (3) The reactants are [Br:1][C:2]1[CH:3]=[C:4]([C:9]2[CH:14]=[CH:13][C:12](/[C:15](/[CH3:35])=[CH:16]/[CH2:17][O:18][C:19]3[CH:24]=[CH:23][C:22]([CH2:25][C@H:26]([O:32][CH2:33][CH3:34])[C:27]([O:29]CC)=[O:28])=[CH:21][CH:20]=3)=[CH:11][CH:10]=2)[CH:5]=[C:6]([Br:8])[CH:7]=1.[OH-].[Na+]. No catalyst specified. The product is [Br:1][C:2]1[CH:3]=[C:4]([C:9]2[CH:10]=[CH:11][C:12](/[C:15](/[CH3:35])=[CH:16]/[CH2:17][O:18][C:19]3[CH:24]=[CH:23][C:22]([CH2:25][C@H:26]([O:32][CH2:33][CH3:34])[C:27]([OH:29])=[O:28])=[CH:21][CH:20]=3)=[CH:13][CH:14]=2)[CH:5]=[C:6]([Br:8])[CH:7]=1. The yield is 0.860. (4) The reactants are [C:1]([O:5][C:6]([N:8]1[CH2:12][CH2:11][C@H:10](OS(C2C=CC(C)=CC=2)(=O)=O)[CH2:9]1)=[O:7])([CH3:4])([CH3:3])[CH3:2].[CH3:24][C@H:25]1[CH2:29][CH2:28][CH2:27][NH:26]1.C([O-])([O-])=O.[K+].[K+].O. The catalyst is C(#N)C. The product is [C:1]([O:5][C:6]([N:8]1[CH2:12][CH2:11][C@@H:10]([N:26]2[CH2:27][CH2:28][CH2:29][C@@H:25]2[CH3:24])[CH2:9]1)=[O:7])([CH3:2])([CH3:3])[CH3:4]. The yield is 0.750. (5) The reactants are [C:1]([CH:5]1[CH2:10][CH2:9][CH:8]([C:11]([OH:13])=O)[CH2:7][CH2:6]1)([CH3:4])([CH3:3])[CH3:2].[NH2:14][C@@H:15]1[C@H:19]2[O:20][CH2:21][C@H:22]([NH:23][C:24]([CH:26]3[CH2:28][CH2:27]3)=[O:25])[C@H:18]2[O:17][CH2:16]1. No catalyst specified. The product is [C:1]([CH:5]1[CH2:6][CH2:7][CH:8]([C:11]([NH:14][C@H:15]2[CH2:16][O:17][C@@H:18]3[C@@H:22]([NH:23][C:24]([CH:26]4[CH2:27][CH2:28]4)=[O:25])[CH2:21][O:20][C@H:19]23)=[O:13])[CH2:9][CH2:10]1)([CH3:2])([CH3:3])[CH3:4]. The yield is 0.363. (6) The reactants are Cl[CH2:2][CH2:3][CH2:4][CH2:5][C:6]1[CH:11]=[CH:10][C:9]([O:12][CH3:13])=[CH:8][CH:7]=1.CC(O)(CC)C.[NH:20]1[CH:24]=[CH:23][N:22]=[N:21]1.[I-].[K+].[OH-].[Na+].[CH3:29][S:30]([OH:33])(=[O:32])=[O:31]. The catalyst is O.C1(C)C=CC=CC=1. The product is [CH3:29][S:30]([OH:33])(=[O:32])=[O:31].[CH3:13][O:12][C:9]1[CH:10]=[CH:11][C:6]([CH2:5][CH2:4][CH2:3][CH2:2][N:20]2[CH:24]=[CH:23][N:22]=[N:21]2)=[CH:7][CH:8]=1. The yield is 0.750.